From a dataset of Reaction yield outcomes from USPTO patents with 853,638 reactions. Predict the reaction yield, written as a fraction of the theoretical maximum amount of product (1.0 means a 100% yield; for example, 0.34 means a 34% yield). (1) The reactants are [F:1][C:2]1[CH:7]=[CH:6][C:5]([CH:8]([C:13]2[CH:18]=[CH:17][C:16]([Br:19])=[CH:15][CH:14]=2)[CH2:9]C(O)=O)=[CH:4][CH:3]=1.C([N:22](CC)CC)C.Cl[C:28]([O:30][CH2:31][CH3:32])=[O:29].[N-]=[N+]=[N-].[Na+].[CH2:37](O)[C:38]1C=C[CH:41]=[CH:40][CH:39]=1.C(=O)(O)[O-].[Na+]. The catalyst is CC(C)=O.O.C1(C)C=CC=CC=1.C(OCC)(=O)C.C(OCC)C. The product is [CH2:31]([O:30][C:28](=[O:29])[NH:22][CH2:9][CH:8]([C:13]1[CH:14]=[CH:15][C:16]([Br:19])=[CH:17][CH:18]=1)[C:5]1[CH:4]=[CH:3][C:2]([F:1])=[CH:7][CH:6]=1)[C:32]1[CH:41]=[CH:40][CH:39]=[CH:38][CH:37]=1. The yield is 0.450. (2) The reactants are [F:1][C:2]([F:11])([F:10])[C:3]1[CH:9]=[CH:8][CH:7]=[CH:6][C:4]=1[NH2:5].[CH2:12](N(CC)CC)C.O1CCCC1.[S:24]1[C:28]2[C:29]3[CH:37]=[CH:36][CH:35]=[CH:34][C:30]=3[O:31][CH2:32][CH2:33][C:27]=2[CH:26]=[C:25]1[C:38](Cl)=[O:39].[H-].[Na+].CI. No catalyst specified. The product is [CH3:12][N:5]([C:4]1[CH:6]=[CH:7][CH:8]=[CH:9][C:3]=1[C:2]([F:10])([F:11])[F:1])[C:38]([C:25]1[S:24][C:28]2[C:29]3[CH:37]=[CH:36][CH:35]=[CH:34][C:30]=3[O:31][CH2:32][CH2:33][C:27]=2[CH:26]=1)=[O:39]. The yield is 0.250. (3) The reactants are [CH2:1]([C@@H:4]1[CH2:8][N:7]([C:9]([O:11][C:12]([CH3:15])([CH3:14])[CH3:13])=[O:10])[C@H:6]([C:16]([O:18]C)=[O:17])[CH2:5]1)[CH:2]=[CH2:3].[Li+].[OH-].Cl. The catalyst is C1COCC1.CO. The product is [CH2:1]([C@@H:4]1[CH2:8][N:7]([C:9]([O:11][C:12]([CH3:13])([CH3:14])[CH3:15])=[O:10])[C@H:6]([C:16]([OH:18])=[O:17])[CH2:5]1)[CH:2]=[CH2:3]. The yield is 0.980. (4) The reactants are [N+:1]([O-:4])(O)=[O:2].[F:5][C:6]1[CH:11]=[CH:10][CH:9]=[C:8]([O:12][C:13]([F:16])([F:15])[F:14])[CH:7]=1. The catalyst is S(=O)(=O)(O)O. The product is [F:5][C:6]1[CH:11]=[CH:10][C:9]([N+:1]([O-:4])=[O:2])=[C:8]([O:12][C:13]([F:14])([F:15])[F:16])[CH:7]=1. The yield is 0.160. (5) The reactants are COC(=O)NC(C(N1C(C2NC([C:23]3[CH:32]=[CH:31][C:30]4[C:25](=[CH:26][CH:27]=[C:28]([C:33]5[CH:38]=[CH:37][C:36]([C:39]6[NH:40][C:41](C7C8CC(CC8)N7C(=O)C(NC(OC)=O)C(C)C)=[N:42][CH:43]=6)=[CH:35][CH:34]=5)[CH:29]=4)[CH:24]=3)=CN=2)CC2(CC2)C1)=O)C(C)C.[CH3:63][O:64][C:65](=[O:104])[NH:66][CH:67]([C:71]([N:73]1[CH:78]([C:79]2[NH:80][C:81](C3C=CC4C(=CC=C(B5OC(C)(C)C(C)(C)O5)C=4)C=3)=[CH:82][N:83]=2)[CH:77]2[CH2:103][CH:74]1[CH2:75][CH2:76]2)=[O:72])[CH:68]([CH3:70])[CH3:69].[C:105]([O:109][C:110]([N:112]1[CH2:118][CH2:117][C:114]2([CH2:116][CH2:115]2)[CH2:113]1)=[O:111])([CH3:108])([CH3:107])[CH3:106].C(=O)([O-])[O-].[K+].[K+]. The catalyst is C(OCC)(=O)C. The product is [C:105]([O:109][C:110]([N:112]1[CH:118]([C:41]2[NH:40][C:39]([C:36]3[CH:35]=[CH:34][C:33]([C:28]4[CH:27]=[CH:26][C:25]5[C:30](=[CH:31][CH:32]=[C:23]([C:81]6[NH:80][C:79]([CH:78]7[CH:77]8[CH2:103][CH:74]([CH2:75][CH2:76]8)[N:73]7[C:71](=[O:72])[CH:67]([NH:66][C:65]([O:64][CH3:63])=[O:104])[CH:68]([CH3:69])[CH3:70])=[N:83][CH:82]=6)[CH:24]=5)[CH:29]=4)=[CH:38][CH:37]=3)=[CH:43][N:42]=2)[CH2:117][C:114]2([CH2:116][CH2:115]2)[CH2:113]1)=[O:111])([CH3:108])([CH3:106])[CH3:107]. The yield is 0.600. (6) The reactants are C[O:2][C:3]([C:5]1[CH:6]=[C:7]2[C:12](=[CH:13][CH:14]=1)[N:11]=[CH:10][C:9]([O:15][C:16]1[C:21]([Cl:22])=[CH:20][C:19]([NH:23][S:24]([C:27]3[CH:32]=[CH:31][C:30]([Cl:33])=[CH:29][C:28]=3[Cl:34])(=[O:26])=[O:25])=[CH:18][C:17]=1[Cl:35])=[CH:8]2)=[O:4].[OH-].[Na+].Cl. The catalyst is C1COCC1.CO. The product is [Cl:22][C:21]1[CH:20]=[C:19]([NH:23][S:24]([C:27]2[CH:32]=[CH:31][C:30]([Cl:33])=[CH:29][C:28]=2[Cl:34])(=[O:26])=[O:25])[CH:18]=[C:17]([Cl:35])[C:16]=1[O:15][C:9]1[CH:10]=[N:11][C:12]2[C:7]([CH:8]=1)=[CH:6][C:5]([C:3]([OH:4])=[O:2])=[CH:14][CH:13]=2. The yield is 0.780.